From a dataset of Full USPTO retrosynthesis dataset with 1.9M reactions from patents (1976-2016). Predict the reactants needed to synthesize the given product. (1) Given the product [OH:11][CH2:10][C@H:9]([NH:8][C:15]1[CH2:19][S:18][C:17](=[O:20])[N:16]=1)[C:12]#[CH:13], predict the reactants needed to synthesize it. The reactants are: FC(F)(F)C(O)=O.[NH2:8][C@H:9]([C:12]#[CH:13])[CH2:10][OH:11].S=[C:15]1[CH2:19][S:18][C:17](=[O:20])[NH:16]1.C(N(C(C)C)C(C)C)C. (2) Given the product [NH3:55].[CH3:88][C@H:84]1[NH:83][C@@H:82]([CH3:81])[CH2:87][N:86]([C:78]2[CH:79]=[C:74]([CH:75]=[CH:76][CH:77]=2)[CH:73]=[C:70]2[CH2:71][CH2:72][N:67]([CH2:66][CH2:65][O:64][C:60]3[CH:59]=[CH:58][CH:57]=[C:56]4[C:61]=3[CH:62]=[CH:63][C:54]([CH3:53])=[N:55]4)[CH2:68][CH2:69]2)[CH2:85]1, predict the reactants needed to synthesize it. The reactants are: C(=O)([O-])[O-].[Cs+].[Cs+].C1C=CC(P(C2C(C3C(P(C4C=CC=CC=4)C4C=CC=CC=4)=CC=C4C=3C=CC=C4)=C3C(C=CC=C3)=CC=2)C2C=CC=CC=2)=CC=1.[CH3:53][C:54]1[CH:63]=[CH:62][C:61]2[C:56](=[CH:57][CH:58]=[CH:59][C:60]=2[O:64][CH2:65][CH2:66][N:67]2[CH2:72][CH2:71][C:70](=[CH:73][C:74]3[CH:75]=[C:76](Br)[CH:77]=[CH:78][CH:79]=3)[CH2:69][CH2:68]2)[N:55]=1.[CH3:81][C@H:82]1[CH2:87][NH:86][CH2:85][C@@H:84]([CH3:88])[NH:83]1. (3) Given the product [NH2:1][C:2]1[O:3][CH2:4][C@:5]2([C:19]3[C:14](=[N:15][CH:16]=[C:17]([C:38]#[C:37][C:35]([OH:39])([CH3:36])[CH3:34])[CH:18]=3)[O:13][C:12]3[C:7]2=[CH:8][C:9]([OH:21])=[CH:10][CH:11]=3)[N:6]=1, predict the reactants needed to synthesize it. The reactants are: [NH2:1][C:2]1[O:3][CH2:4][C@:5]2([C:19]3[C:14](=[N:15][CH:16]=[C:17](Br)[CH:18]=3)[O:13][C:12]3[C:7]2=[CH:8][C:9]([OH:21])=[CH:10][CH:11]=3)[N:6]=1.CN(C=O)C.C(NC(C)C)(C)C.[CH3:34][C:35]([OH:39])([C:37]#[CH:38])[CH3:36]. (4) Given the product [F:1][C:2]1[CH:9]=[CH:8][C:7]([CH2:10][C:11]2[NH:12][C:13]([C:26]3[CH:31]=[CH:30][CH:29]=[C:28]([CH3:32])[N:27]=3)=[C:14]([C:16]3[CH:17]=[C:18]4[C:23](=[CH:24][CH:25]=3)[N:22]=[CH:21][CH:20]=[CH:19]4)[N:15]=2)=[CH:6][C:3]=1[CH2:4][NH2:5], predict the reactants needed to synthesize it. The reactants are: [F:1][C:2]1[CH:9]=[CH:8][C:7]([CH2:10][C:11]2[NH:12][C:13]([C:26]3[CH:31]=[CH:30][CH:29]=[C:28]([CH3:32])[N:27]=3)=[C:14]([C:16]3[CH:17]=[C:18]4[C:23](=[CH:24][CH:25]=3)[N:22]=[CH:21][CH:20]=[CH:19]4)[N:15]=2)=[CH:6][C:3]=1[C:4]#[N:5].[H-].[H-].[H-].[H-].[Li+].[Al+3]. (5) Given the product [CH:19]1([NH:25][C:13]([C:11]2[S:12][C:8]([C:5]3[C:4]([CH3:16])=[C:3]([C:2]([F:1])([F:18])[F:17])[O:7][N:6]=3)=[CH:9][CH:10]=2)=[O:15])[CH2:24][CH2:23][CH2:22][CH2:21][CH2:20]1, predict the reactants needed to synthesize it. The reactants are: [F:1][C:2]([F:18])([F:17])[C:3]1[O:7][N:6]=[C:5]([C:8]2[S:12][C:11]([C:13]([OH:15])=O)=[CH:10][CH:9]=2)[C:4]=1[CH3:16].[CH:19]1([NH2:25])[CH2:24][CH2:23][CH2:22][CH2:21][CH2:20]1.C1COCC1.N1CCCCC1.